From a dataset of Forward reaction prediction with 1.9M reactions from USPTO patents (1976-2016). Predict the product of the given reaction. (1) Given the reactants [CH3:1][C:2]1[O:6][C:5]([C:7]2[CH:16]=[CH:15][C:10]([C:11]([O:13][CH3:14])=[O:12])=[CH:9][CH:8]=2)=[N:4][C:3]=1[CH2:17][SH:18].C(=O)([O-])[O-].CS(O[CH:28]1[CH2:33][CH2:32][CH:31]([NH:34][C:35](=[O:41])[O:36][C:37]([CH3:40])([CH3:39])[CH3:38])[CH2:30][CH2:29]1)(=O)=O, predict the reaction product. The product is: [C:37]([O:36][C:35]([NH:34][CH:31]1[CH2:32][CH2:33][CH:28]([S:18][CH2:17][C:3]2[N:4]=[C:5]([C:7]3[CH:8]=[CH:9][C:10]([C:11]([O:13][CH3:14])=[O:12])=[CH:15][CH:16]=3)[O:6][C:2]=2[CH3:1])[CH2:29][CH2:30]1)=[O:41])([CH3:40])([CH3:38])[CH3:39]. (2) Given the reactants [CH3:1][C:2]([N:6]1[CH:10]=[C:9]([NH:11][C:12](=[O:30])[CH:13]([NH:17][CH:18]2[CH2:27][CH2:26][C:25]3[C:20](=[C:21]([F:29])[CH:22]=[C:23]([F:28])[CH:24]=3)[CH2:19]2)[CH2:14][CH2:15][CH3:16])[N:8]=[CH:7]1)([CH3:5])[CH:3]=O.[CH3:31][NH:32][CH3:33], predict the reaction product. The product is: [CH3:31][N:32]([CH3:33])[CH2:3][C:2]([N:6]1[CH:10]=[C:9]([NH:11][C:12](=[O:30])[CH:13]([NH:17][CH:18]2[CH2:27][CH2:26][C:25]3[C:20](=[C:21]([F:29])[CH:22]=[C:23]([F:28])[CH:24]=3)[CH2:19]2)[CH2:14][CH2:15][CH3:16])[N:8]=[CH:7]1)([CH3:1])[CH3:5]. (3) Given the reactants N(C(OCC)=O)=NC(OCC)=O.[CH3:13][O:14][C:15]1[CH:16]=[C:17]([OH:24])[CH:18]=[C:19]([N+:21]([O-:23])=[O:22])[CH:20]=1.C1(P(C2C=CC=CC=2)C2C=CC=CC=2)C=CC=CC=1.O[CH:45]1[CH2:49][CH2:48][O:47][CH2:46]1, predict the reaction product. The product is: [CH3:13][O:14][C:15]1[CH:16]=[C:17]([CH:18]=[C:19]([N+:21]([O-:23])=[O:22])[CH:20]=1)[O:24][CH:45]1[CH2:49][CH2:48][O:47][CH2:46]1. (4) Given the reactants Cl.[NH:2]([C:4]1[CH:12]=[CH:11][CH:10]=[CH:9][C:5]=1[C:6]([OH:8])=O)[NH2:3].[C:13](/[C:15](=[CH:21]\OCC)/[C:16]([O:18][CH2:19]C)=[O:17])#[N:14].C([O-])(=O)C.[Na+].O, predict the reaction product. The product is: [CH3:19][O:18][C:16]([C:15]1[CH:21]=[N:3][N:2]2[C:4]3[C:5](=[CH:9][CH:10]=[CH:11][CH:12]=3)[C:6](=[O:8])[NH:14][C:13]=12)=[O:17]. (5) Given the reactants [Br:1][C:2]1[N:6]([CH3:7])[N:5]=[CH:4][C:3]=1[C:8]1[N:9]=[C:10]([CH3:21])[N:11]([NH:13]C(=O)OC(C)(C)C)[CH:12]=1.[F:22][C:23]([F:28])([F:27])[C:24]([OH:26])=[O:25], predict the reaction product. The product is: [F:22][C:23]([F:28])([F:27])[C:24]([OH:26])=[O:25].[Br:1][C:2]1[N:6]([CH3:7])[N:5]=[CH:4][C:3]=1[C:8]1[N:9]=[C:10]([CH3:21])[N:11]([NH2:13])[CH:12]=1.